This data is from Forward reaction prediction with 1.9M reactions from USPTO patents (1976-2016). The task is: Predict the product of the given reaction. (1) Given the reactants Br[CH2:2][C:3]1[CH:8]=[CH:7][CH:6]=[C:5]([C:9]#[N:10])[CH:4]=1.BrCC1CCCCO1.[NH:19]1[C:27]2[C:22](=[CH:23][CH:24]=[CH:25][CH:26]=2)[C:21]2([C:39]3[C:30](=[CH:31][C:32]4[O:37][CH2:36][CH2:35][O:34][C:33]=4[CH:38]=3)[O:29][CH2:28]2)[C:20]1=[O:40].N1C2C(=CC=CC=2)C2(COC3C=C4C(=CC2=3)CCO4)C1=O, predict the reaction product. The product is: [O:40]=[C:20]1[C:21]2([C:39]3[C:30](=[CH:31][C:32]4[O:37][CH2:36][CH2:35][O:34][C:33]=4[CH:38]=3)[O:29][CH2:28]2)[C:22]2[C:27](=[CH:26][CH:25]=[CH:24][CH:23]=2)[N:19]1[CH2:2][C:3]1[CH:4]=[C:5]([CH:6]=[CH:7][CH:8]=1)[C:9]#[N:10]. (2) Given the reactants F[C:2]1[CH:10]=[CH:9][C:5]([C:6]([OH:8])=[O:7])=[CH:4][C:3]=1[N+:11]([O-:13])=[O:12].C(=O)([O-])[O-].[K+].[K+].[SH:20][C:21]([CH3:26])([CH3:25])[CH2:22][CH2:23][OH:24], predict the reaction product. The product is: [OH:24][CH2:23][CH2:22][C:21]([CH3:26])([S:20][C:2]1[CH:10]=[CH:9][C:5]([C:6]([OH:8])=[O:7])=[CH:4][C:3]=1[N+:11]([O-:13])=[O:12])[CH3:25]. (3) Given the reactants [Cl:1][C:2]1[CH:7]=[CH:6][C:5]([Cl:8])=[CH:4][C:3]=1[C:9]1([CH:14]=[O:15])[CH2:13][CH2:12][CH2:11][CH2:10]1.[BH4-].[Na+].C(OCC)(=O)C, predict the reaction product. The product is: [Cl:1][C:2]1[CH:7]=[CH:6][C:5]([Cl:8])=[CH:4][C:3]=1[C:9]1([CH2:14][OH:15])[CH2:13][CH2:12][CH2:11][CH2:10]1. (4) Given the reactants [Cl:1][C:2]1[CH:7]=[CH:6][C:5]([C:8]([N:14]2[C:22]3[C:17](=[C:18]([N:23]4C(C)=CC=C4C)[CH:19]=[CH:20][CH:21]=3)[CH:16]=[CH:15]2)([CH2:12][CH3:13])[CH2:9][O:10][CH3:11])=[CH:4][CH:3]=1.NO.Cl.C(N(CC)CC)C, predict the reaction product. The product is: [Cl:1][C:2]1[CH:3]=[CH:4][C:5]([C:8]([N:14]2[C:22]3[CH:21]=[CH:20][CH:19]=[C:18]([NH2:23])[C:17]=3[CH:16]=[CH:15]2)([CH2:12][CH3:13])[CH2:9][O:10][CH3:11])=[CH:6][CH:7]=1. (5) Given the reactants [CH3:1][O:2][CH2:3][CH2:4][O:5][CH2:6][C:7](Cl)=[O:8].[Cl:10][C:11]1[CH:20]=[CH:19][C:14]([C:15]([NH:17][NH2:18])=[O:16])=[CH:13][N:12]=1.CN1CCOCC1.C(=O)([O-])O.[Na+], predict the reaction product. The product is: [CH3:1][O:2][CH2:3][CH2:4][O:5][CH2:6][C:7]([NH:18][NH:17][C:15](=[O:16])[C:14]1[CH:19]=[CH:20][C:11]([Cl:10])=[N:12][CH:13]=1)=[O:8]. (6) Given the reactants [N:1]1[CH:6]=[CH:5][C:4]([C:7](=O)[CH3:8])=[CH:3][CH:2]=1.[CH:10]([NH2:12])=[O:11].[OH-].[Na+], predict the reaction product. The product is: [N:1]1[CH:6]=[CH:5][C:4]([CH:7]([NH:12][CH:10]=[O:11])[CH3:8])=[CH:3][CH:2]=1. (7) Given the reactants C([O:4][C@H:5]1[CH2:22][CH2:21][C@@:20]2([CH2:23][O:24][CH3:25])[C:7](=[CH:8][CH2:9][C@@H:10]3[C@@H:19]2[CH2:18][CH2:17][C@@:15]2([CH3:16])[C@H:11]3[CH2:12][CH2:13][C@@H:14]2[O:26]C(=O)C)[CH2:6]1)(=O)C.O1CCCC1, predict the reaction product. The product is: [CH3:25][O:24][CH2:23][C@@:20]12[C@@H:19]3[C@H:10]([C@H:11]4[C@@:15]([CH2:17][CH2:18]3)([CH3:16])[C@@H:14]([OH:26])[CH2:13][CH2:12]4)[CH2:9][CH:8]=[C:7]1[CH2:6][C@@H:5]([OH:4])[CH2:22][CH2:21]2. (8) Given the reactants C([O:4][CH2:5][C:6]1[C:11](B2OC(C)(C)C(C)(C)O2)=[CH:10][CH:9]=[CH:8][C:7]=1[N:21]1[CH2:29][C:28]2[C:23](=[CH:24][CH:25]=[C:26]([N:30]([CH2:32][CH3:33])[CH3:31])[CH:27]=2)[C:22]1=[O:34])(=O)C.Cl[C:36]1[CH:37]=[C:38]([NH:44][C:45]2[CH:54]=[C:48]3[CH2:49][N:50]([CH3:53])[CH2:51][CH2:52][N:47]3[N:46]=2)[C:39](=[O:43])[N:40]([CH3:42])[N:41]=1.C(=O)([O-])[O-].[Na+].[Na+].O.[OH-].[Li+], predict the reaction product. The product is: [CH2:32]([N:30]([CH3:31])[C:26]1[CH:27]=[C:28]2[C:23](=[CH:24][CH:25]=1)[C:22](=[O:34])[N:21]([C:7]1[CH:8]=[CH:9][CH:10]=[C:11]([C:36]3[CH:37]=[C:38]([NH:44][C:45]4[CH:54]=[C:48]5[CH2:49][N:50]([CH3:53])[CH2:51][CH2:52][N:47]5[N:46]=4)[C:39](=[O:43])[N:40]([CH3:42])[N:41]=3)[C:6]=1[CH2:5][OH:4])[CH2:29]2)[CH3:33]. (9) The product is: [C:6]12([PH:16][C:17]([CH3:20])([CH3:19])[CH3:18])[CH2:13][CH:12]3[CH2:11][CH:10]([CH2:9][CH:8]([CH2:14]3)[CH2:7]1)[CH2:15]2. Given the reactants [Li]CCCC.[C:6]12([PH2:16])[CH2:15][CH:10]3[CH2:11][CH:12]([CH2:14][CH:8]([CH2:9]3)[CH2:7]1)[CH2:13]2.[C:17](Cl)([CH3:20])([CH3:19])[CH3:18], predict the reaction product. (10) Given the reactants [NH2:1][CH:2]1[CH2:7][CH2:6][CH2:5][N:4]([C:8]2[CH:15]=[CH:14][C:11]([C:12]#[N:13])=[CH:10][N:9]=2)[CH2:3]1.[F:16][C:17]([F:33])([F:32])[C:18]1[O:22][N:21]=[C:20]([C:23]2[CH:24]=[C:25]([CH:29]=[CH:30][CH:31]=2)[C:26](O)=[O:27])[N:19]=1, predict the reaction product. The product is: [C:12]([C:11]1[CH:14]=[CH:15][C:8]([N:4]2[CH2:5][CH2:6][CH2:7][CH:2]([NH:1][C:26](=[O:27])[C:25]3[CH:29]=[CH:30][CH:31]=[C:23]([C:20]4[N:19]=[C:18]([C:17]([F:33])([F:32])[F:16])[O:22][N:21]=4)[CH:24]=3)[CH2:3]2)=[N:9][CH:10]=1)#[N:13].